Dataset: Forward reaction prediction with 1.9M reactions from USPTO patents (1976-2016). Task: Predict the product of the given reaction. (1) Given the reactants [Cl:1][C:2]1[C:3]([CH3:12])=[C:4]([S:8](Cl)(=[O:10])=[O:9])[CH:5]=[CH:6][CH:7]=1.[NH:13]1[C:21]2[CH:20]=[CH:19][N:18]=[C:17]([N:22]3[CH2:27][CH2:26][N:25](C(OC(C)(C)C)=O)[CH2:24][CH2:23]3)[C:16]=2[CH:15]=[CH:14]1, predict the reaction product. The product is: [ClH:1].[Cl:1][C:2]1[C:3]([CH3:12])=[C:4]([S:8]([N:13]2[C:21]3[CH:20]=[CH:19][N:18]=[C:17]([N:22]4[CH2:23][CH2:24][NH:25][CH2:26][CH2:27]4)[C:16]=3[CH:15]=[CH:14]2)(=[O:10])=[O:9])[CH:5]=[CH:6][CH:7]=1. (2) Given the reactants Cl[C:2]1[N:7]=[C:6]([Cl:8])[N:5]=[CH:4][N:3]=1.[C:9]([O:13][C:14]([N:16]1[CH2:23][CH:22]2[CH:18]([CH2:19][NH:20][CH2:21]2)[CH2:17]1)=[O:15])([CH3:12])([CH3:11])[CH3:10].CCN(C(C)C)C(C)C, predict the reaction product. The product is: [Cl:8][C:6]1[N:5]=[CH:4][N:3]=[C:2]([N:20]2[CH2:19][CH:18]3[CH2:17][N:16]([C:14]([O:13][C:9]([CH3:12])([CH3:11])[CH3:10])=[O:15])[CH2:23][CH:22]3[CH2:21]2)[N:7]=1. (3) Given the reactants C(OC(=O)[NH:7][C@@H:8]([CH2:18][C:19]1[CH:24]=[CH:23][C:22]([F:25])=[CH:21][CH:20]=1)[C:9]([N:11]1[CH2:16][CH2:15][CH:14]([OH:17])[CH2:13][CH2:12]1)=[O:10])(C)(C)C.[ClH:27].O1CCOCC1, predict the reaction product. The product is: [ClH:27].[NH2:7][C@@H:8]([CH2:18][C:19]1[CH:20]=[CH:21][C:22]([F:25])=[CH:23][CH:24]=1)[C:9]([N:11]1[CH2:12][CH2:13][CH:14]([OH:17])[CH2:15][CH2:16]1)=[O:10]. (4) Given the reactants C([N:8](CC1C=CC=CC=1)[C:9]1[CH:10]=[C:11]([C:16]2([CH2:19][C:20]([O:22][CH3:23])=[O:21])[CH2:18][CH2:17]2)[CH:12]=[CH:13][C:14]=1[F:15])C1C=CC=CC=1.C1CCCCC1.C(OCC)(=O)C, predict the reaction product. The product is: [NH2:8][C:9]1[CH:10]=[C:11]([C:16]2([CH2:19][C:20]([O:22][CH3:23])=[O:21])[CH2:17][CH2:18]2)[CH:12]=[CH:13][C:14]=1[F:15].